Dataset: Peptide-MHC class II binding affinity with 134,281 pairs from IEDB. Task: Regression. Given a peptide amino acid sequence and an MHC pseudo amino acid sequence, predict their binding affinity value. This is MHC class II binding data. (1) The peptide sequence is KFDSRLAFHHMARELH. The MHC is DRB1_0405 with pseudo-sequence DRB1_0405. The binding affinity (normalized) is 0.237. (2) The peptide sequence is EGHHLASAAILGHDG. The MHC is DRB1_0802 with pseudo-sequence DRB1_0802. The binding affinity (normalized) is 0.387. (3) The peptide sequence is EKKYFAATQFEPLGA. The MHC is HLA-DPA10201-DPB10101 with pseudo-sequence HLA-DPA10201-DPB10101. The binding affinity (normalized) is 0.881. (4) The peptide sequence is FLHYIFMENAFELPT. The MHC is HLA-DQA10501-DQB10301 with pseudo-sequence HLA-DQA10501-DQB10301. The binding affinity (normalized) is 0.248. (5) The peptide sequence is NSYIAEMETESWIVD. The MHC is HLA-DQA10201-DQB10301 with pseudo-sequence HLA-DQA10201-DQB10301. The binding affinity (normalized) is 0.333.